Predict which catalyst facilitates the given reaction. From a dataset of Catalyst prediction with 721,799 reactions and 888 catalyst types from USPTO. Reactant: [C:1]([O:5][C:6]([C:8]1([CH2:11][CH:12]=C)[CH2:10][CH2:9]1)=[O:7])([CH3:4])([CH3:3])[CH3:2].CSC.C(N(CC)CC)C.[Cl-].[NH4+].C[OH:27]. Product: [C:1]([O:5][C:6]([C:8]1([CH2:11][CH:12]=[O:27])[CH2:10][CH2:9]1)=[O:7])([CH3:4])([CH3:3])[CH3:2]. The catalyst class is: 2.